The task is: Binary Classification. Given a drug SMILES string, predict its activity (active/inactive) in a high-throughput screening assay against a specified biological target.. This data is from HIV replication inhibition screening data with 41,000+ compounds from the AIDS Antiviral Screen. (1) The compound is CCOC(=O)NC(NNc1ccc([N+](=O)[O-])cc1[N+](=O)[O-])(C(F)(F)F)C(F)(F)F. The result is 0 (inactive). (2) The compound is O=c1c2ccccc2[nH]c(=S)n1-c1cccc(C(F)(F)F)c1. The result is 0 (inactive). (3) The drug is O=S1(=O)CC(NCc2ccccc2)C(NCc2ccccc2)C1. The result is 0 (inactive).